This data is from Catalyst prediction with 721,799 reactions and 888 catalyst types from USPTO. The task is: Predict which catalyst facilitates the given reaction. (1) Product: [CH3:2][O:3][C:4](=[O:12])[CH2:5][C@@H:6]([N:10]([C:23]([O:22][C:19]([CH3:21])([CH3:20])[CH3:18])=[O:24])[CH3:11])[C:7]([OH:9])=[O:8]. The catalyst class is: 12. Reactant: Cl.[CH3:2][O:3][C:4](=[O:12])[CH2:5][C@@H:6]([NH:10][CH3:11])[C:7]([OH:9])=[O:8].C(=O)(O)[O-].[Na+].[CH3:18][C:19]([O:22][C:23](O[C:23]([O:22][C:19]([CH3:21])([CH3:20])[CH3:18])=[O:24])=[O:24])([CH3:21])[CH3:20].Cl. (2) Reactant: [F:1][CH:2]([F:17])[C:3]1([C:9]2[CH:14]=[CH:13][CH:12]=[C:11]([F:15])[C:10]=2[CH3:16])[CH:8]2[CH:6]([CH2:7]2)[O:5][NH:4]1.FC(F)(F)C(O)=O. Product: [NH2:4][C:3]([CH:8]1[CH2:7][CH:6]1[OH:5])([C:9]1[CH:14]=[CH:13][CH:12]=[C:11]([F:15])[C:10]=1[CH3:16])[CH:2]([F:1])[F:17]. The catalyst class is: 183.